From a dataset of Catalyst prediction with 721,799 reactions and 888 catalyst types from USPTO. Predict which catalyst facilitates the given reaction. (1) The catalyst class is: 1. Reactant: [BH4-].[Na+].[Cl:3][C:4]1[CH:5]=[CH:6][CH:7]=[C:8]2[C:13]=1[N:12]=[C:11]([C:14]1[CH:19]=[CH:18][CH:17]=[CH:16][C:15]=1[F:20])[C:10]([CH:21]=[O:22])=[CH:9]2. Product: [Cl:3][C:4]1[CH:5]=[CH:6][CH:7]=[C:8]2[C:13]=1[N:12]=[C:11]([C:14]1[CH:19]=[CH:18][CH:17]=[CH:16][C:15]=1[F:20])[C:10]([CH2:21][OH:22])=[CH:9]2. (2) Reactant: [Cl:1][C:2]1[C:7]([F:8])=[CH:6][CH:5]=[C:4]([O:9][CH3:10])[C:3]=1[C@H:11]([C:13]1[C:21]2[C:16](=[N:17][CH:18]=[C:19](B3OC(C)(C)C(C)(C)O3)[CH:20]=2)[NH:15][CH:14]=1)[CH3:12].Br[C:32]1[C:33]([C:38]([F:41])([F:40])[F:39])=[N:34][N:35]([CH3:37])[CH:36]=1.C([O-])([O-])=O.[K+].[K+].O. Product: [Cl:1][C:2]1[C:7]([F:8])=[CH:6][CH:5]=[C:4]([O:9][CH3:10])[C:3]=1[C@H:11]([C:13]1[C:21]2[C:16](=[N:17][CH:18]=[C:19]([C:32]3[C:33]([C:38]([F:41])([F:40])[F:39])=[N:34][N:35]([CH3:37])[CH:36]=3)[CH:20]=2)[NH:15][CH:14]=1)[CH3:12]. The catalyst class is: 203. (3) Product: [NH2:14][C@H:5]1[CH2:4][C@@H:3]([C:22]2[CH:27]=[CH:26][CH:25]=[CH:24][C:23]=2[CH3:28])[C@@H:2]([CH3:1])[N:7]([CH2:8][C:9]([F:10])([F:11])[F:12])[C:6]1=[O:13]. Reactant: [CH3:1][C@H:2]1[N:7]([CH2:8][C:9]([F:12])([F:11])[F:10])[C:6](=[O:13])[C@@H:5]([NH:14]C(=O)OC(C)(C)C)[CH2:4][C@H:3]1[C:22]1[CH:27]=[CH:26][CH:25]=[CH:24][C:23]=1[CH3:28]. The catalyst class is: 13.